From a dataset of NCI-60 drug combinations with 297,098 pairs across 59 cell lines. Regression. Given two drug SMILES strings and cell line genomic features, predict the synergy score measuring deviation from expected non-interaction effect. (1) Drug 1: C1=CC(=CC=C1C#N)C(C2=CC=C(C=C2)C#N)N3C=NC=N3. Drug 2: CN(CCCl)CCCl.Cl. Cell line: BT-549. Synergy scores: CSS=23.1, Synergy_ZIP=-6.99, Synergy_Bliss=-1.59, Synergy_Loewe=0.0964, Synergy_HSA=0.959. (2) Drug 1: CC1=CC=C(C=C1)C2=CC(=NN2C3=CC=C(C=C3)S(=O)(=O)N)C(F)(F)F. Drug 2: CC1CCCC2(C(O2)CC(NC(=O)CC(C(C(=O)C(C1O)C)(C)C)O)C(=CC3=CSC(=N3)C)C)C. Cell line: HCT-15. Synergy scores: CSS=35.3, Synergy_ZIP=2.44, Synergy_Bliss=-1.14, Synergy_Loewe=-20.3, Synergy_HSA=-1.06. (3) Drug 1: CC1C(C(CC(O1)OC2CC(CC3=C2C(=C4C(=C3O)C(=O)C5=C(C4=O)C(=CC=C5)OC)O)(C(=O)C)O)N)O.Cl. Drug 2: C1CNP(=O)(OC1)N(CCCl)CCCl. Cell line: UO-31. Synergy scores: CSS=11.6, Synergy_ZIP=-0.252, Synergy_Bliss=0.920, Synergy_Loewe=-38.5, Synergy_HSA=-0.317. (4) Drug 1: CS(=O)(=O)CCNCC1=CC=C(O1)C2=CC3=C(C=C2)N=CN=C3NC4=CC(=C(C=C4)OCC5=CC(=CC=C5)F)Cl. Drug 2: CC(C)NC(=O)C1=CC=C(C=C1)CNNC.Cl. Cell line: A498. Synergy scores: CSS=9.43, Synergy_ZIP=-3.81, Synergy_Bliss=-1.43, Synergy_Loewe=-2.40, Synergy_HSA=-2.29. (5) Drug 1: C1=NC(=NC(=O)N1C2C(C(C(O2)CO)O)O)N. Drug 2: C1CCC(C(C1)N)N.C(=O)(C(=O)[O-])[O-].[Pt+4]. Cell line: 786-0. Synergy scores: CSS=31.3, Synergy_ZIP=-12.7, Synergy_Bliss=-1.95, Synergy_Loewe=-3.42, Synergy_HSA=-1.62. (6) Drug 1: CC(CN1CC(=O)NC(=O)C1)N2CC(=O)NC(=O)C2. Drug 2: C1=NC(=NC(=O)N1C2C(C(C(O2)CO)O)O)N. Cell line: HOP-62. Synergy scores: CSS=10.3, Synergy_ZIP=-1.33, Synergy_Bliss=5.55, Synergy_Loewe=2.50, Synergy_HSA=5.01. (7) Drug 1: CC(C1=C(C=CC(=C1Cl)F)Cl)OC2=C(N=CC(=C2)C3=CN(N=C3)C4CCNCC4)N. Drug 2: C1CC(=O)NC(=O)C1N2CC3=C(C2=O)C=CC=C3N. Cell line: SK-MEL-5. Synergy scores: CSS=-3.57, Synergy_ZIP=3.31, Synergy_Bliss=2.22, Synergy_Loewe=-2.82, Synergy_HSA=-3.21. (8) Drug 1: C1=NNC2=C1C(=O)NC=N2. Drug 2: CC(C)NC(=O)C1=CC=C(C=C1)CNNC.Cl. Cell line: MDA-MB-231. Synergy scores: CSS=-0.137, Synergy_ZIP=0.699, Synergy_Bliss=3.14, Synergy_Loewe=-0.551, Synergy_HSA=-0.551.